From a dataset of Forward reaction prediction with 1.9M reactions from USPTO patents (1976-2016). Predict the product of the given reaction. Given the reactants [F:1][C:2]1[CH:7]=[CH:6][CH:5]=[CH:4][C:3]=1[N:8]1[C:17](=[O:18])[C:16]2[C:11](=[CH:12][CH:13]=[CH:14][CH:15]=2)[N:10]=[C:9]1[C@@H:19]([NH:22]C(=O)OC(C)(C)C)[CH2:20][CH3:21].Cl, predict the reaction product. The product is: [NH2:22][C@H:19]([C:9]1[N:8]([C:3]2[CH:4]=[CH:5][CH:6]=[CH:7][C:2]=2[F:1])[C:17](=[O:18])[C:16]2[C:11](=[CH:12][CH:13]=[CH:14][CH:15]=2)[N:10]=1)[CH2:20][CH3:21].